From a dataset of Full USPTO retrosynthesis dataset with 1.9M reactions from patents (1976-2016). Predict the reactants needed to synthesize the given product. (1) Given the product [C:1]([O:7][C:8]1[CH:12]=[C:11]([C:13]2[CH:14]=[CH:15][C:16]([O:19][CH2:20][CH2:21][C:22]3[CH:27]=[CH:26][CH:25]=[C:24]([NH2:28])[CH:23]=3)=[CH:17][CH:18]=2)[O:10][N:9]=1)(=[O:6])[C:2]([CH3:5])([CH3:4])[CH3:3], predict the reactants needed to synthesize it. The reactants are: [C:1]([O:7][C:8]1[CH:12]=[C:11]([C:13]2[CH:18]=[CH:17][C:16]([O:19][CH2:20][CH2:21][C:22]3[CH:27]=[CH:26][CH:25]=[C:24]([N+:28]([O-])=O)[CH:23]=3)=[CH:15][CH:14]=2)[O:10][N:9]=1)(=[O:6])[C:2]([CH3:5])([CH3:4])[CH3:3]. (2) Given the product [C:1]([C:4]1[CH:5]=[C:6]2[C:10](=[CH:11][CH:12]=1)[NH:9][C:8]([C:13]([OH:15])=[O:14])=[CH:7]2)(=[O:3])[NH2:2], predict the reactants needed to synthesize it. The reactants are: [C:1]([C:4]1[CH:5]=[C:6]2[C:10](=[CH:11][CH:12]=1)[NH:9][C:8]([C:13]([O:15]CC)=[O:14])=[CH:7]2)(=[O:3])[NH2:2].C([O-])([O-])=O.[Cs+].[Cs+].Cl.O. (3) Given the product [Si:14]([O:9][CH2:8][CH2:7][CH:4]1[CH2:5][CH2:6][NH:1][CH2:2][CH2:3]1)([C:10]([CH3:13])([CH3:12])[CH3:11])([CH3:16])[CH3:15], predict the reactants needed to synthesize it. The reactants are: [NH:1]1[CH2:6][CH2:5][CH:4]([CH2:7][CH2:8][OH:9])[CH2:3][CH2:2]1.[C:10]([Si:14](Cl)([CH3:16])[CH3:15])([CH3:13])([CH3:12])[CH3:11].N1C=CN=C1.C([O-])([O-])=O.[K+].[K+]. (4) Given the product [NH2:1][C:2]1[N:7]=[CH:6][N:5]=[C:4]2[N:8]([C@H:38]([C:21]3[C:20]([C:26]4[CH:31]=[CH:30][CH:29]=[CH:28][N:27]=4)=[CH:19][C:18]4[C:23](=[CH:24][CH:25]=[C:16]([F:15])[CH:17]=4)[N:22]=3)[CH3:39])[N:9]=[C:10]([C:11]#[N:12])[C:3]=12, predict the reactants needed to synthesize it. The reactants are: [NH2:1][C:2]1[N:7]=[CH:6][N:5]=[C:4]2[NH:8][N:9]=[C:10]([C:11]#[N:12])[C:3]=12.[H-].[Na+].[F:15][C:16]1[CH:17]=[C:18]2[C:23](=[CH:24][CH:25]=1)[N:22]=[CH:21][C:20]([C:26]1[CH:31]=[CH:30][CH:29]=[CH:28][N:27]=1)=[CH:19]2.C(=O)([O-])[O-].[K+].[K+].[CH3:38][CH2:39]OCC. (5) Given the product [C:22]([C:9]1([N:5]2[CH2:6][CH2:7][CH:2]([OH:1])[CH2:3][CH2:4]2)[CH2:14][CH2:13][N:12]([C:15]([O:17][C:18]([CH3:21])([CH3:20])[CH3:19])=[O:16])[CH2:11][CH2:10]1)#[N:23], predict the reactants needed to synthesize it. The reactants are: [OH:1][CH:2]1[CH2:7][CH2:6][NH:5][CH2:4][CH2:3]1.O=[C:9]1[CH2:14][CH2:13][N:12]([C:15]([O:17][C:18]([CH3:21])([CH3:20])[CH3:19])=[O:16])[CH2:11][CH2:10]1.[C-:22]#[N:23].C([Al+]CC)C.C1(C)C=CC=CC=1. (6) The reactants are: C([O:5][C:6](=[O:42])[CH2:7][NH:8][C:9](=[O:41])[CH2:10][O:11][C:12]1[C:17]([CH3:18])=[CH:16][C:15]([C:19]2[O:20][C:21]3[N:22]=[C:23]([CH2:32][C:33]4[CH:38]=[CH:37][C:36]([Cl:39])=[CH:35][CH:34]=4)[N:24]=[C:25]([O:28][CH2:29][CH2:30][CH3:31])[C:26]=3[N:27]=2)=[CH:14][C:13]=1[CH3:40])(C)(C)C. Given the product [Cl:39][C:36]1[CH:35]=[CH:34][C:33]([CH2:32][C:23]2[N:24]=[C:25]([O:28][CH2:29][CH2:30][CH3:31])[C:26]3[N:27]=[C:19]([C:15]4[CH:16]=[C:17]([CH3:18])[C:12]([O:11][CH2:10][C:9]([NH:8][CH2:7][C:6]([OH:42])=[O:5])=[O:41])=[C:13]([CH3:40])[CH:14]=4)[O:20][C:21]=3[N:22]=2)=[CH:38][CH:37]=1, predict the reactants needed to synthesize it. (7) Given the product [CH:6]([C:5]1[CH:8]=[CH:9][C:2]([CH3:1])=[C:3]([CH2:27][C:28]([O:30][CH2:31][CH3:32])=[O:29])[CH:4]=1)=[O:7], predict the reactants needed to synthesize it. The reactants are: [CH3:1][C:2]1[CH:9]=[CH:8][C:5]([CH:6]=[O:7])=[CH:4][C:3]=1B1OC(C)(C)C(C)(C)O1.[F-].[K+].C1COCC1.Br[CH2:27][C:28]([O:30][CH2:31][CH3:32])=[O:29].